From a dataset of Forward reaction prediction with 1.9M reactions from USPTO patents (1976-2016). Predict the product of the given reaction. (1) Given the reactants [CH3:1][N:2]([CH3:16])[C:3](=O)[CH2:4][CH2:5][C:6]1[C:14]2[CH2:13][CH2:12][CH2:11][CH2:10][C:9]=2[NH:8][CH:7]=1, predict the reaction product. The product is: [CH3:16][N:2]([CH3:1])[CH2:3][CH2:4][CH2:5][C:6]1[C:14]2[CH2:13][CH2:12][CH2:11][CH2:10][C:9]=2[NH:8][CH:7]=1. (2) Given the reactants [OH-].[Na+].C[O:4][C:5](=[O:35])[CH2:6][CH2:7][C:8]1[CH:13]=[CH:12][C:11]([O:14][CH2:15][CH2:16][C@@H:17]([O:19][C:20]2[C:21]([O:27][C:28]3[CH:33]=[CH:32][CH:31]=[CH:30][CH:29]=3)=[N:22][C:23]([CH3:26])=[CH:24][CH:25]=2)[CH3:18])=[CH:10][C:9]=1[CH3:34].Cl, predict the reaction product. The product is: [CH3:34][C:9]1[CH:10]=[C:11]([O:14][CH2:15][CH2:16][C@@H:17]([O:19][C:20]2[C:21]([O:27][C:28]3[CH:33]=[CH:32][CH:31]=[CH:30][CH:29]=3)=[N:22][C:23]([CH3:26])=[CH:24][CH:25]=2)[CH3:18])[CH:12]=[CH:13][C:8]=1[CH2:7][CH2:6][C:5]([OH:35])=[O:4]. (3) Given the reactants [OH:1][CH2:2][C:3]1[C:4]([C:24]([F:27])([F:26])[F:25])=[N:5][N:6]([CH2:8][C:9]([NH:11][C:12]2[S:16][C:15]3[CH2:17][CH2:18][CH2:19][CH2:20][C:14]=3[C:13]=2[C:21]([NH2:23])=[O:22])=[O:10])[CH:7]=1.[H-].[Na+].I[CH2:31][CH3:32].O, predict the reaction product. The product is: [CH2:31]([O:1][CH2:2][C:3]1[C:4]([C:24]([F:26])([F:25])[F:27])=[N:5][N:6]([CH2:8][C:9]([NH:11][C:12]2[S:16][C:15]3[CH2:17][CH2:18][CH2:19][CH2:20][C:14]=3[C:13]=2[C:21]([NH2:23])=[O:22])=[O:10])[CH:7]=1)[CH3:32]. (4) Given the reactants Cl.C(N=C=NCCCN(C)C)C.[Cl:13][C:14]1[CH:40]=[CH:39][C:17]([CH2:18][N:19]2[C:27]3[C:22](=[CH:23][CH:24]=[CH:25][CH:26]=3)[CH:21]=[C:20]2[C:28]([N:30]2[CH2:35][CH2:34][CH:33]([C:36](O)=[O:37])[CH2:32][CH2:31]2)=[O:29])=[CH:16][CH:15]=1.N1(O)C2C=CC=CC=2N=N1.[CH3:51][N:52]1[CH:56]=[CH:55][C:54]([CH2:57][NH2:58])=[N:53]1, predict the reaction product. The product is: [Cl:13][C:14]1[CH:40]=[CH:39][C:17]([CH2:18][N:19]2[C:27]3[C:22](=[CH:23][CH:24]=[CH:25][CH:26]=3)[CH:21]=[C:20]2[C:28]([N:30]2[CH2:31][CH2:32][CH:33]([C:36]([NH:58][CH2:57][C:54]3[CH:55]=[CH:56][N:52]([CH3:51])[N:53]=3)=[O:37])[CH2:34][CH2:35]2)=[O:29])=[CH:16][CH:15]=1. (5) The product is: [C:1]([O:5][C:6]([N:8]1[CH2:13][CH2:12][CH:11]([NH:14][CH2:28][C:20]2[CH:19]=[C:18]([N+:15]([O-:17])=[O:16])[C:23]3[O:24][CH2:25][CH2:26][O:27][C:22]=3[CH:21]=2)[CH2:10][CH2:9]1)=[O:7])([CH3:4])([CH3:2])[CH3:3]. Given the reactants [C:1]([O:5][C:6]([N:8]1[CH2:13][CH2:12][CH:11]([NH2:14])[CH2:10][CH2:9]1)=[O:7])([CH3:4])([CH3:3])[CH3:2].[N+:15]([C:18]1[C:23]2[O:24][CH2:25][CH2:26][O:27][C:22]=2[CH:21]=[C:20]([CH:28]=O)[CH:19]=1)([O-:17])=[O:16].[BH4-].[Na+].C(O)(=O)C, predict the reaction product.